Predict which catalyst facilitates the given reaction. From a dataset of Catalyst prediction with 721,799 reactions and 888 catalyst types from USPTO. (1) The catalyst class is: 2. Reactant: [CH2:1]([O:3][C:4]1[CH:5]=[N:6][CH:7]=[N:8][CH:9]=1)[CH3:2].ClC1C=C(C=CC=1)C(OO)=[O:15].C([O-])([O-])=O.[Na+].[Na+]. Product: [CH2:1]([O:3][C:4]1[CH:5]=[N:6][CH:7]=[N+:8]([O-:15])[CH:9]=1)[CH3:2]. (2) Reactant: [Si]([O:8][CH2:9][CH:10]([NH:39][C@@H:40]([C:42]([O:44][C:45]([CH3:48])([CH3:47])[CH3:46])=[O:43])[CH3:41])[C:11]1[CH:16]=[CH:15][C:14]([C:17]2[N:21]=[C:20]([C:22]3[CH:27]=[CH:26][C:25]([C:28]4[CH:33]=[CH:32][CH:31]=[CH:30][C:29]=4[CH3:34])=[C:24]([C:35]([F:38])([F:37])[F:36])[CH:23]=3)[O:19][N:18]=2)=[CH:13][CH:12]=1)(C(C)(C)C)(C)C.CCCC[N+](CCCC)(CCCC)CCCC.[F-]. Product: [OH:8][CH2:9][CH:10]([NH:39][C@@H:40]([C:42]([O:44][C:45]([CH3:46])([CH3:48])[CH3:47])=[O:43])[CH3:41])[C:11]1[CH:12]=[CH:13][C:14]([C:17]2[N:21]=[C:20]([C:22]3[CH:27]=[CH:26][C:25]([C:28]4[CH:33]=[CH:32][CH:31]=[CH:30][C:29]=4[CH3:34])=[C:24]([C:35]([F:36])([F:37])[F:38])[CH:23]=3)[O:19][N:18]=2)=[CH:15][CH:16]=1. The catalyst class is: 1. (3) Reactant: [H-].[Na+].[CH2:3]([NH:6][C:7](=[O:13])[O:8][C:9]([CH3:12])([CH3:11])[CH3:10])[C:4]#[CH:5].[H][H].[CH2:16](Br)[CH:17]=[CH2:18]. Product: [CH2:3]([N:6]([CH2:18][C:17]#[CH:16])[C:7](=[O:13])[O:8][C:9]([CH3:10])([CH3:12])[CH3:11])[CH:4]=[CH2:5]. The catalyst class is: 9. (4) Reactant: [F:1][C:2]1[CH:3]=[C:4]([NH2:24])[CH:5]=[CH:6][C:7]=1[O:8][C:9]1[CH:14]=[CH:13][N:12]=[C:11]2[CH:15]=[C:16]([C:18]3[N:19]([CH3:23])[CH:20]=[CH:21][N:22]=3)[S:17][C:10]=12.[F:25][C:26]1[CH:31]=[CH:30][CH:29]=[CH:28][C:27]=1[CH2:32][C:33]([N:35]=[C:36]=[S:37])=[O:34].[ClH:38]. Product: [ClH:38].[ClH:38].[F:1][C:2]1[CH:3]=[C:4]([NH:24][C:36]([NH:35][C:33](=[O:34])[CH2:32][C:27]2[CH:28]=[CH:29][CH:30]=[CH:31][C:26]=2[F:25])=[S:37])[CH:5]=[CH:6][C:7]=1[O:8][C:9]1[CH:14]=[CH:13][N:12]=[C:11]2[CH:15]=[C:16]([C:18]3[N:19]([CH3:23])[CH:20]=[CH:21][N:22]=3)[S:17][C:10]=12. The catalyst class is: 36. (5) The catalyst class is: 1. Reactant: [CH:1]1[C:10]2[C:5](=[CH:6][C:7]([NH:11][C:12](=[O:41])[CH:13]([C:23]3[CH:28]=[CH:27][C:26]([CH2:29][O:30][Si](C(C)C)(C(C)C)C(C)C)=[CH:25][CH:24]=3)[CH2:14][NH:15][C:16](=[O:22])[O:17][C:18]([CH3:21])([CH3:20])[CH3:19])=[CH:8][CH:9]=2)[CH:4]=[CH:3][N:2]=1.CCCC[N+](CCCC)(CCCC)CCCC.[F-].CCOC(C)=O. Product: [OH:30][CH2:29][C:26]1[CH:25]=[CH:24][C:23]([CH:13]([C:12]([NH:11][C:7]2[CH:6]=[C:5]3[C:10](=[CH:9][CH:8]=2)[CH:1]=[N:2][CH:3]=[CH:4]3)=[O:41])[CH2:14][NH:15][C:16](=[O:22])[O:17][C:18]([CH3:20])([CH3:21])[CH3:19])=[CH:28][CH:27]=1. (6) Reactant: [CH2:1]([O:8][C:9](=[O:24])[CH2:10][CH2:11][CH:12]([NH:16][C:17]([O:19][C:20]([CH3:23])([CH3:22])[CH3:21])=[O:18])[C:13]([OH:15])=[O:14])[C:2]1[CH:7]=[CH:6][CH:5]=[CH:4][CH:3]=1.[CH3:25][C:26](O)([CH3:28])[CH3:27].C1(N=C=NC2CCCCC2)CCCCC1. Product: [C:26]([O:14][C:13](=[O:15])[CH:12]([NH:16][C:17]([O:19][C:20]([CH3:21])([CH3:23])[CH3:22])=[O:18])[CH2:11][CH2:10][C:9]([O:8][CH2:1][C:2]1[CH:7]=[CH:6][CH:5]=[CH:4][CH:3]=1)=[O:24])([CH3:28])([CH3:27])[CH3:25]. The catalyst class is: 172. (7) Reactant: C([SnH2][C:6]1[O:7][CH:8]=[CH:9][CH:10]=1)CCC.Br[C:12]1[CH:17]=[CH:16][C:15]([C:18]([F:21])([F:20])[F:19])=[CH:14][CH:13]=1. Product: [F:19][C:18]([F:21])([F:20])[C:15]1[CH:16]=[CH:17][C:12]([C:6]2[O:7][CH:8]=[CH:9][CH:10]=2)=[CH:13][CH:14]=1. The catalyst class is: 109. (8) Reactant: [Cl:1][C:2]1[CH:11]=[CH:10][C:5]([C:6]([O:8][CH3:9])=[O:7])=[CH:4][C:3]=1[NH:12][C:13](=[O:19])[C:14]([O:16]CC)=O.[CH3:20][O:21][CH:22]([O:25][CH3:26])[CH2:23][NH2:24]. Product: [Cl:1][C:2]1[CH:11]=[CH:10][C:5]([C:6]([O:8][CH3:9])=[O:7])=[CH:4][C:3]=1[NH:12][C:13](=[O:19])[C:14]([NH:24][CH2:23][CH:22]([O:25][CH3:26])[O:21][CH3:20])=[O:16]. The catalyst class is: 698.